This data is from Forward reaction prediction with 1.9M reactions from USPTO patents (1976-2016). The task is: Predict the product of the given reaction. (1) Given the reactants Br[C:2]1[C:11]2[C:6](=[CH:7][CH:8]=[CH:9][CH:10]=2)[C:5](=[O:12])[O:4][C:3]=1[CH:13]([OH:15])[CH3:14].[C:16]1([CH3:25])[CH:21]=[CH:20][CH:19]=[C:18](B(O)O)[CH:17]=1.C([O-])([O-])=O.[Cs+].[Cs+], predict the reaction product. The product is: [OH:15][CH:13]([C:3]1[O:4][C:5](=[O:12])[C:6]2[C:11]([C:2]=1[C:18]1[CH:17]=[C:16]([CH3:25])[CH:21]=[CH:20][CH:19]=1)=[CH:10][CH:9]=[CH:8][CH:7]=2)[CH3:14]. (2) Given the reactants [CH3:1][O:2][C:3]([C:5]1[CH:9]=[CH:8][N:7]([CH2:10][CH2:11][CH2:12][C@H:13]([NH:21]C(OC(C)(C)C)=O)[C:14]([O:16]C(C)(C)C)=[O:15])[N:6]=1)=[O:4].Cl, predict the reaction product. The product is: [CH3:1][O:2][C:3]([C:5]1[CH:9]=[CH:8][N:7]([CH2:10][CH2:11][CH2:12][C@H:13]([NH2:21])[C:14]([OH:16])=[O:15])[N:6]=1)=[O:4]. (3) Given the reactants [BH4-].[Na+].[CH2:3]([N:10]([CH2:30][C:31]1[CH:36]=[CH:35][CH:34]=[CH:33][CH:32]=1)[C:11]1[C:16]2[N:17]=[C:18]([CH2:24][O:25][CH2:26][CH3:27])[N:19]([N:20]=[C:21]([CH3:23])[CH3:22])[C:15]=2[C:14]([CH3:28])=[C:13]([CH3:29])[N:12]=1)[C:4]1[CH:9]=[CH:8][CH:7]=[CH:6][CH:5]=1, predict the reaction product. The product is: [CH2:3]([N:10]([CH2:30][C:31]1[CH:32]=[CH:33][CH:34]=[CH:35][CH:36]=1)[C:11]1[C:16]2[N:17]=[C:18]([CH2:24][O:25][CH2:26][CH3:27])[N:19]([NH:20][CH:21]([CH3:23])[CH3:22])[C:15]=2[C:14]([CH3:28])=[C:13]([CH3:29])[N:12]=1)[C:4]1[CH:5]=[CH:6][CH:7]=[CH:8][CH:9]=1. (4) Given the reactants Cl.[CH3:2][O:3][C:4](=[O:11])[CH2:5][C@H:6]([NH2:10])[C:7]([OH:9])=[O:8].[CH2:12](N(CC)CC)C.[C:19]([O-:24])(=[O:23])[C:20](C)=[CH2:21].[CH3:25][C:26]([O:29][C:30](O[C:30]([O:29][C:26]([CH3:28])([CH3:27])[CH3:25])=[O:31])=[O:31])([CH3:28])[CH3:27], predict the reaction product. The product is: [CH3:2][O:3][C:4](=[O:11])[CH2:5][C@H:6]([N:10]([C:30]([O:29][C:26]([CH3:28])([CH3:27])[CH3:25])=[O:31])[CH2:21][CH2:20][C:19]([O:24][CH3:12])=[O:23])[C:7]([OH:9])=[O:8]. (5) Given the reactants [F:1][C:2]1[CH:7]=[C:6]([C:8]2[CH:13]=[CH:12][C:11]([F:14])=[CH:10][CH:9]=2)[CH:5]=[C:4]([O:15][CH3:16])[C:3]=1[C:17]1[C:18](=[O:27])[CH:19]([CH2:24][C:25]#[CH:26])[CH2:20][C:21]=1[O:22]C.ClCCl, predict the reaction product. The product is: [F:1][C:2]1[CH:7]=[C:6]([C:8]2[CH:9]=[CH:10][C:11]([F:14])=[CH:12][CH:13]=2)[CH:5]=[C:4]([O:15][CH3:16])[C:3]=1[CH:17]1[C:18](=[O:27])[CH:19]([CH2:24][C:25]#[CH:26])[CH2:20][C:21]1=[O:22]. (6) Given the reactants C[N:2](C)/[CH:3]=[CH:4]/[C:5]([C:7]1[C:12](=[O:13])[CH:11]=[CH:10][N:9]([C:14]2[CH:19]=[CH:18][C:17]([S:20]([CH3:23])(=[O:22])=[O:21])=[CH:16][CH:15]=2)[N:8]=1)=O.[F:25][C:26]1[CH:31]=[CH:30][C:29]([NH:32]N)=[CH:28][CH:27]=1, predict the reaction product. The product is: [F:25][C:26]1[CH:31]=[CH:30][C:29]([N:32]2[C:5]([C:7]3[C:12](=[O:13])[CH:11]=[CH:10][N:9]([C:14]4[CH:19]=[CH:18][C:17]([S:20]([CH3:23])(=[O:22])=[O:21])=[CH:16][CH:15]=4)[N:8]=3)=[CH:4][CH:3]=[N:2]2)=[CH:28][CH:27]=1. (7) The product is: [C:1]([O:4][CH:5]([C@@H:7]1[C@:24]2([CH3:25])[C@H:10]([C@H:11]3[C@H:21]([CH2:22][CH2:23]2)[C@:19]2([CH3:20])[C:14]([CH:15]=[CH:16][CH2:17][CH2:18]2)=[CH:13][CH2:12]3)[CH2:9][CH2:8]1)[CH3:6])(=[O:3])[CH3:2]. Given the reactants [C:1]([O:4][CH:5]([C@@H:7]1[C@:24]2([CH3:25])[C@H:10]([C@H:11]3[C@H:21]([CH2:22][CH2:23]2)[C@:19]2([CH3:20])[C:14](=[CH:15][C@@H:16](O)[CH2:17][CH2:18]2)[CH2:13][CH2:12]3)[CH2:9][CH2:8]1)[CH3:6])(=[O:3])[CH3:2].CS(Cl)(=O)=O.O, predict the reaction product.